This data is from Forward reaction prediction with 1.9M reactions from USPTO patents (1976-2016). The task is: Predict the product of the given reaction. (1) Given the reactants [CH3:1][N:2]1[CH2:7][CH2:6][N:5]([C:8]2[CH:13]=[CH:12][C:11](B3OC(C)(C)C(C)(C)O3)=[CH:10][CH:9]=2)[CH2:4][CH2:3]1.C([O-])([O-])=O.[Na+].[Na+].[CH2:29]([NH:36][C:37]1[N:42]=[C:41]([C:43]2[CH:48]=[CH:47][CH:46]=[C:45]([CH3:49])[N:44]=2)[CH:40]=[C:39]([C:50]2[CH:51]=[N:52][CH:53]=[C:54](Br)[CH:55]=2)[CH:38]=1)[C:30]1[CH:35]=[CH:34][CH:33]=[CH:32][CH:31]=1, predict the reaction product. The product is: [CH2:29]([NH:36][C:37]1[N:42]=[C:41]([C:43]2[CH:48]=[CH:47][CH:46]=[C:45]([CH3:49])[N:44]=2)[CH:40]=[C:39]([C:50]2[CH:51]=[N:52][CH:53]=[C:54]([C:11]3[CH:10]=[CH:9][C:8]([N:5]4[CH2:4][CH2:3][N:2]([CH3:1])[CH2:7][CH2:6]4)=[CH:13][CH:12]=3)[CH:55]=2)[CH:38]=1)[C:30]1[CH:31]=[CH:32][CH:33]=[CH:34][CH:35]=1. (2) Given the reactants C(OC(=O)[NH:7][C@H:8]([CH2:26][OH:27])[CH2:9][C:10]1[CH:15]=[CH:14][C:13]([O:16][C:17]2[C:22]([N+:23]([O-:25])=[O:24])=[CH:21][CH:20]=[CH:19][N:18]=2)=[CH:12][CH:11]=1)(C)(C)C.[ClH:29], predict the reaction product. The product is: [ClH:29].[NH2:7][C@@H:8]([CH2:9][C:10]1[CH:11]=[CH:12][C:13]([O:16][C:17]2[C:22]([N+:23]([O-:25])=[O:24])=[CH:21][CH:20]=[CH:19][N:18]=2)=[CH:14][CH:15]=1)[CH2:26][OH:27]. (3) Given the reactants [Cl:1][C:2]1[S:6][C:5]([NH:7][C:8](=[O:23])[N:9]([C@H:16]2[CH2:21][CH2:20][C@H:19]([CH3:22])[CH2:18][CH2:17]2)[CH:10]2[CH2:15][CH2:14][NH:13][CH2:12][CH2:11]2)=[N:4][CH:3]=1.[N:24]1([C:30](Cl)=[O:31])[CH2:29][CH2:28][O:27][CH2:26][CH2:25]1, predict the reaction product. The product is: [Cl:1][C:2]1[S:6][C:5]([NH:7][C:8](=[O:23])[N:9]([C@H:16]2[CH2:21][CH2:20][C@H:19]([CH3:22])[CH2:18][CH2:17]2)[CH:10]2[CH2:11][CH2:12][N:13]([C:30]([N:24]3[CH2:29][CH2:28][O:27][CH2:26][CH2:25]3)=[O:31])[CH2:14][CH2:15]2)=[N:4][CH:3]=1. (4) Given the reactants [NH2:1][C:2]1[C:3]([C:9]([NH:11][CH3:12])=[O:10])=[N:4][C:5](Br)=[CH:6][N:7]=1.[OH:13][C:14]1[CH:15]=[C:16](B(O)O)[CH:17]=[CH:18][CH:19]=1.CN(C=O)C.C(N(CC)CC)C, predict the reaction product. The product is: [NH2:1][C:2]1[C:3]([C:9]([NH:11][CH3:12])=[O:10])=[N:4][C:5]([C:18]2[CH:17]=[CH:16][CH:15]=[C:14]([OH:13])[CH:19]=2)=[CH:6][N:7]=1. (5) Given the reactants [CH2:1]([N:8]1[C:12]2([CH2:20][C:19]3[C:14](=[CH:15][CH:16]=[C:17]([N+:21]([O-])=O)[CH:18]=3)[CH2:13]2)[C:11](=[O:24])[NH:10][C:9]1=[O:25])[C:2]1[CH:7]=[CH:6][CH:5]=[CH:4][CH:3]=1, predict the reaction product. The product is: [NH2:21][C:17]1[CH:18]=[C:19]2[C:14](=[CH:15][CH:16]=1)[CH2:13][C:12]1([C:11](=[O:24])[NH:10][C:9](=[O:25])[N:8]1[CH2:1][C:2]1[CH:3]=[CH:4][CH:5]=[CH:6][CH:7]=1)[CH2:20]2.